Dataset: Reaction yield outcomes from USPTO patents with 853,638 reactions. Task: Predict the reaction yield, written as a fraction of the theoretical maximum amount of product (1.0 means a 100% yield; for example, 0.34 means a 34% yield). The reactants are [CH2:1]([N:8]([CH2:13][CH2:14][OH:15])[CH2:9][C@H:10](O)[CH3:11])[C:2]1[CH:7]=[CH:6][CH:5]=[CH:4][CH:3]=1.[OH-].[K+].CC1C=CC(S([Cl:28])(=O)=O)=CC=1.Cl. The catalyst is O1CCOCC1.COCCOCCN(CCOCCOC)CCOCCOC. The product is [ClH:28].[CH2:1]([N:8]1[CH2:13][CH2:14][O:15][C@H:10]([CH3:11])[CH2:9]1)[C:2]1[CH:3]=[CH:4][CH:5]=[CH:6][CH:7]=1. The yield is 0.330.